Dataset: Reaction yield outcomes from USPTO patents with 853,638 reactions. Task: Predict the reaction yield, written as a fraction of the theoretical maximum amount of product (1.0 means a 100% yield; for example, 0.34 means a 34% yield). (1) The reactants are [OH:1][C:2]([C:8]1[CH:13]=[CH:12][C:11]([O:14][C:15]2[CH:20]=[CH:19][CH:18]=[CH:17][CH:16]=2)=[CH:10][CH:9]=1)=[C:3]([C:6]#[N:7])[C:4]#[N:5].[CH:21](OC)(OC)OC. No catalyst specified. The product is [CH3:21][O:1][C:2]([C:8]1[CH:13]=[CH:12][C:11]([O:14][C:15]2[CH:20]=[CH:19][CH:18]=[CH:17][CH:16]=2)=[CH:10][CH:9]=1)=[C:3]([C:4]#[N:5])[C:6]#[N:7]. The yield is 0.475. (2) The reactants are [CH2:1]([O:3][P:4]([CH:9]([C:35]#[N:36])[CH2:10][C:11]([CH3:34])=[CH:12][CH2:13][C:14]1[C:15]([O:27][CH2:28][CH2:29][Si:30]([CH3:33])([CH3:32])[CH3:31])=[C:16]2[C:20](=[C:21]([CH3:25])[C:22]=1[O:23][CH3:24])[CH2:19][O:18][C:17]2=[O:26])(=[O:8])[O:5][CH2:6][CH3:7])[CH3:2].[CH3:37][Si]([N-][Si](C)(C)C)(C)C.[Na+].IC. The catalyst is C1COCC1. The product is [CH2:1]([O:3][P:4]([C:9]([C:35]#[N:36])([CH3:37])[CH2:10][C:11]([CH3:34])=[CH:12][CH2:13][C:14]1[C:15]([O:27][CH2:28][CH2:29][Si:30]([CH3:31])([CH3:32])[CH3:33])=[C:16]2[C:20](=[C:21]([CH3:25])[C:22]=1[O:23][CH3:24])[CH2:19][O:18][C:17]2=[O:26])(=[O:8])[O:5][CH2:6][CH3:7])[CH3:2]. The yield is 0.230. (3) The reactants are FC(F)(F)C(O)=O.[O:8]1[CH2:13][CH2:12][N:11]([CH2:14][CH2:15][N:16]([C:21]2[CH:22]=[C:23]3[C:27](=[CH:28][CH:29]=2)[N:26]([CH2:30][C:31]([OH:33])=[O:32])[C:25](=[O:34])[C:24]3=[O:35])[S:17]([CH3:20])(=[O:19])=[O:18])[CH2:10][CH2:9]1.[Cl:36][C:37]1[CH:38]=[N+:39]([O-:62])[CH:40]=[C:41]([Cl:61])[C:42]=1[CH2:43][C@@H:44]([C:46]1[CH:51]=[CH:50][C:49]([O:52][CH:53]([F:55])[F:54])=[C:48]([O:56][CH2:57][CH:58]2[CH2:60][CH2:59]2)[CH:47]=1)O.C(Cl)CCl. The catalyst is CN(C1C=CN=CC=1)C.C(Cl)Cl. The product is [Cl:36][C:37]1[CH:38]=[N+:39]([O-:62])[CH:40]=[C:41]([Cl:61])[C:42]=1[CH2:43][C@@H:44]([C:46]1[CH:51]=[CH:50][C:49]([O:52][CH:53]([F:55])[F:54])=[C:48]([O:56][CH2:57][CH:58]2[CH2:60][CH2:59]2)[CH:47]=1)[O:32][C:31](=[O:33])[CH2:30][N:26]1[C:27]2[C:23](=[CH:22][C:21]([N:16]([CH2:15][CH2:14][N:11]3[CH2:12][CH2:13][O:8][CH2:9][CH2:10]3)[S:17]([CH3:20])(=[O:19])=[O:18])=[CH:29][CH:28]=2)[C:24](=[O:35])[C:25]1=[O:34]. The yield is 0.343. (4) The reactants are [Cl:1][C:2]1[CH:3]=[C:4]([C:15]([O:17][CH3:18])=[O:16])[C:5]2[C:6]([CH3:14])=[CH:7][N:8]([CH:11]([CH3:13])[CH3:12])[C:9]=2[CH:10]=1.C1C(=O)N([Br:26])C(=O)C1.CCOC(C)=O.C(Cl)Cl. The catalyst is CN(C=O)C. The product is [Br:26][C:7]1[N:8]([CH:11]([CH3:12])[CH3:13])[C:9]2[CH:10]=[C:2]([Cl:1])[CH:3]=[C:4]([C:15]([O:17][CH3:18])=[O:16])[C:5]=2[C:6]=1[CH3:14]. The yield is 0.552. (5) The reactants are [C:1]([O:5][C:6]([NH:8][CH2:9][C:10]1[N:11]([CH2:32][CH:33]([CH3:35])[CH3:34])[C:12](=[O:31])[C:13]2[C:18]([C:19]=1[C:20]1[CH:25]=[CH:24][CH:23]=[CH:22][CH:21]=1)=[CH:17][C:16]([CH2:26][CH2:27][C:28](O)=[O:29])=[CH:15][CH:14]=2)=[O:7])([CH3:4])([CH3:3])[CH3:2].Cl.C([N:39]=C=NCCCN(C)C)C.[NH4+].ON1C2C=CC=CC=2N=N1.O. The catalyst is CN(C)C=O. The product is [NH2:39][C:28](=[O:29])[CH2:27][CH2:26][C:16]1[CH:17]=[C:18]2[C:13](=[CH:14][CH:15]=1)[C:12](=[O:31])[N:11]([CH2:32][CH:33]([CH3:35])[CH3:34])[C:10]([CH2:9][NH:8][C:6](=[O:7])[O:5][C:1]([CH3:3])([CH3:2])[CH3:4])=[C:19]2[C:20]1[CH:25]=[CH:24][CH:23]=[CH:22][CH:21]=1. The yield is 0.939.